This data is from Full USPTO retrosynthesis dataset with 1.9M reactions from patents (1976-2016). The task is: Predict the reactants needed to synthesize the given product. Given the product [C:1]([O:5][C:6](=[O:43])[NH:7][C@H:8]1[CH2:13][CH2:12][C@H:11]([C:14](=[O:42])[NH:15][C:16]2[CH:17]=[C:18]([O:31][C:32]3[CH:37]=[CH:36][C:35]([NH2:38])=[C:34]([NH2:41])[CH:33]=3)[CH:19]=[C:20]([O:22][C:23]3[CH:28]=[CH:27][C:26]([C:29]#[N:30])=[CH:25][CH:24]=3)[CH:21]=2)[CH2:10][CH2:9]1)([CH3:4])([CH3:2])[CH3:3], predict the reactants needed to synthesize it. The reactants are: [C:1]([O:5][C:6](=[O:43])[NH:7][C@H:8]1[CH2:13][CH2:12][C@H:11]([C:14](=[O:42])[NH:15][C:16]2[CH:21]=[C:20]([O:22][C:23]3[CH:28]=[CH:27][C:26]([C:29]#[N:30])=[CH:25][CH:24]=3)[CH:19]=[C:18]([O:31][C:32]3[CH:37]=[CH:36][C:35]([N+:38]([O-])=O)=[C:34]([NH2:41])[CH:33]=3)[CH:17]=2)[CH2:10][CH2:9]1)([CH3:4])([CH3:3])[CH3:2].[Cl-].[NH4+].